From a dataset of TCR-epitope binding with 47,182 pairs between 192 epitopes and 23,139 TCRs. Binary Classification. Given a T-cell receptor sequence (or CDR3 region) and an epitope sequence, predict whether binding occurs between them. (1) The epitope is FLNGSCGSV. The TCR CDR3 sequence is CSVGGTVQETQYF. Result: 1 (the TCR binds to the epitope). (2) The epitope is YIFFASFYY. The TCR CDR3 sequence is CASSEMGAGTDTQYF. Result: 1 (the TCR binds to the epitope). (3) The epitope is LPAADLDDF. The TCR CDR3 sequence is CASRDEGTLHF. Result: 1 (the TCR binds to the epitope).